Dataset: Full USPTO retrosynthesis dataset with 1.9M reactions from patents (1976-2016). Task: Predict the reactants needed to synthesize the given product. (1) The reactants are: [Li+].[CH3:2]C([N-]C(C)C)C.[Cl:9][C:10]1(C)[CH:15]=[CH:14][CH:13]=[CH:12][NH:11]1.[CH2:17]([O:19][C:20](=[O:24])OCC)[CH3:18].[NH4+].[Cl-]. Given the product [Cl:9][C:10]1[CH:15]=[C:14]([CH2:2][C:20]([O:19][CH2:17][CH3:18])=[O:24])[CH:13]=[CH:12][N:11]=1, predict the reactants needed to synthesize it. (2) Given the product [NH2:9][C:10]1[C:2]([F:1])=[CH:3][CH:4]=[CH:5][C:6]=1[C:7]([OH:12])=[O:13], predict the reactants needed to synthesize it. The reactants are: [F:1][C:2]1[CH:3]=[CH:4][CH:5]=[C:6]2[C:10]=1[NH:9]C(=O)[C:7]2=[O:12].[OH:13]O.Cl. (3) Given the product [Br:20][C:21]1[CH:26]=[CH:25][C:24]([O:27][CH2:29][C:30]([CH3:36])([CH3:35])[C:31]([O:33][CH3:34])=[O:32])=[CH:23][CH:22]=1, predict the reactants needed to synthesize it. The reactants are: N(C(OCC)=O)=NC(OCC)=O.C1(C)C=CC=CC=1.[Br:20][C:21]1[CH:26]=[CH:25][C:24]([OH:27])=[CH:23][CH:22]=1.O[CH2:29][C:30]([CH3:36])([CH3:35])[C:31]([O:33][CH3:34])=[O:32].C1(P(C2C=CC=CC=2)C2C=CC=CC=2)C=CC=CC=1. (4) Given the product [C:1]1([C:7]2[CH:12]=[CH:11][N:10]=[CH:9][C:8]=2[NH2:13])[CH2:6][CH2:5][CH2:4][CH2:3][CH:2]=1, predict the reactants needed to synthesize it. The reactants are: [C:1]1([C:7]2[CH:12]=[CH:11][N:10]=[CH:9][C:8]=2[N+:13]([O-])=O)[CH2:6][CH2:5][CH2:4][CH2:3][CH:2]=1. (5) Given the product [CH2:19]([O:18][C:13](=[O:17])[C:5]([CH3:6])([CH3:7])[CH2:10][C:9]#[CH:8])[CH3:20], predict the reactants needed to synthesize it. The reactants are: C(N[CH:5]([CH3:7])[CH3:6])(C)C.[CH2:8]([Li])[CH2:9][CH2:10]C.[C:13]([O:18][CH2:19][CH3:20])(=[O:17])C(C)C.C(Br)C#C. (6) Given the product [NH2:25][C:23]([C:22]1[CH:21]=[C:20]([C:26]2[C:31]([F:32])=[CH:30][C:29]([C:33]([OH:36])([CH3:35])[CH3:34])=[CH:28][C:27]=2[F:37])[S:19][C:18]=1[NH:17][C:2]1[CH:3]=[CH:4][C:5]2[N:6]([CH:8]=[C:9]([C:11]([NH:13][CH:14]([CH3:16])[CH3:15])=[O:12])[N:10]=2)[N:7]=1)=[O:24], predict the reactants needed to synthesize it. The reactants are: Cl[C:2]1[CH:3]=[CH:4][C:5]2[N:6]([CH:8]=[C:9]([C:11]([NH:13][CH:14]([CH3:16])[CH3:15])=[O:12])[N:10]=2)[N:7]=1.[NH2:17][C:18]1[S:19][C:20]([C:26]2[C:31]([F:32])=[CH:30][C:29]([C:33]([OH:36])([CH3:35])[CH3:34])=[CH:28][C:27]=2[F:37])=[CH:21][C:22]=1[C:23]([NH2:25])=[O:24]. (7) Given the product [F:7][C:8]1[CH:36]=[CH:35][C:11]([C:12]([N:14]2[CH2:17][C:16]([CH2:21][O:22][C:23]3[CH:32]=[CH:31][C:30]4[C:25](=[CH:26][CH:27]=[C:28]([O:33][CH3:34])[CH:29]=4)[CH:24]=3)([C:18]([NH2:37])=[O:19])[CH2:15]2)=[O:13])=[CH:10][CH:9]=1, predict the reactants needed to synthesize it. The reactants are: ClC(OCC)=O.[F:7][C:8]1[CH:36]=[CH:35][C:11]([C:12]([N:14]2[CH2:17][C:16]([CH2:21][O:22][C:23]3[CH:32]=[CH:31][C:30]4[C:25](=[CH:26][CH:27]=[C:28]([O:33][CH3:34])[CH:29]=4)[CH:24]=3)([C:18](O)=[O:19])[CH2:15]2)=[O:13])=[CH:10][CH:9]=1.[NH3:37].